From a dataset of NCI-60 drug combinations with 297,098 pairs across 59 cell lines. Regression. Given two drug SMILES strings and cell line genomic features, predict the synergy score measuring deviation from expected non-interaction effect. (1) Drug 1: C1CN1C2=NC(=NC(=N2)N3CC3)N4CC4. Drug 2: CN(CC1=CN=C2C(=N1)C(=NC(=N2)N)N)C3=CC=C(C=C3)C(=O)NC(CCC(=O)O)C(=O)O. Cell line: M14. Synergy scores: CSS=23.1, Synergy_ZIP=-4.92, Synergy_Bliss=-4.88, Synergy_Loewe=-6.16, Synergy_HSA=-0.973. (2) Drug 1: CC(CN1CC(=O)NC(=O)C1)N2CC(=O)NC(=O)C2. Drug 2: CC1=C(C(CCC1)(C)C)C=CC(=CC=CC(=CC(=O)O)C)C. Cell line: MDA-MB-231. Synergy scores: CSS=8.93, Synergy_ZIP=-2.85, Synergy_Bliss=1.25, Synergy_Loewe=-3.39, Synergy_HSA=-3.30. (3) Drug 1: C1=NC2=C(N1)C(=S)N=C(N2)N. Drug 2: CC1=CC=C(C=C1)C2=CC(=NN2C3=CC=C(C=C3)S(=O)(=O)N)C(F)(F)F. Cell line: SNB-75. Synergy scores: CSS=5.94, Synergy_ZIP=-4.29, Synergy_Bliss=-0.763, Synergy_Loewe=-4.43, Synergy_HSA=-1.42.